Dataset: Catalyst prediction with 721,799 reactions and 888 catalyst types from USPTO. Task: Predict which catalyst facilitates the given reaction. (1) Reactant: [Cl:1][C:2]1[C:7]([Cl:8])=[C:6](OS(C(F)(F)F)(=O)=O)[CH:5]=[CH:4][C:3]=1[C:17](=[CH2:22])C(OC)=O.N#N.[Br:25][C:26]1[CH:27]=[C:28]([SH:32])[CH:29]=[CH:30][CH:31]=1.C[C:34](C)([O-:36])C.[Li+].CN1CCC[C:41]1=[O:45]. Product: [Br:25][C:26]1[CH:27]=[C:28]([S:32][C:6]2[CH:5]=[CH:4][C:3](/[CH:17]=[CH:22]/[C:41]([O:36][CH3:34])=[O:45])=[C:2]([Cl:1])[C:7]=2[Cl:8])[CH:29]=[CH:30][CH:31]=1. The catalyst class is: 25. (2) Reactant: Br[C:2]1[CH:3]=[C:4]2[C:9](=[CH:10][CH:11]=1)[N:8]=[C:7]([NH:12][CH2:13][C:14]1[CH:19]=[CH:18][CH:17]=[C:16]([Cl:20])[CH:15]=1)[CH:6]=[N:5]2.[C:21]([N:28]1[CH:32]=[C:31](B2OC(C)(C)C(C)(C)O2)[CH:30]=[N:29]1)([O:23][C:24]([CH3:27])([CH3:26])[CH3:25])=[O:22].C(=O)([O-])[O-].[Cs+].[Cs+].[I-].[K+]. Product: [C:24]([O:23][C:21]([N:28]1[CH:32]=[C:31]([C:2]2[CH:3]=[C:4]3[C:9](=[CH:10][CH:11]=2)[N:8]=[C:7]([NH:12][CH2:13][C:14]2[CH:19]=[CH:18][CH:17]=[C:16]([Cl:20])[CH:15]=2)[CH:6]=[N:5]3)[CH:30]=[N:29]1)=[O:22])([CH3:27])([CH3:25])[CH3:26]. The catalyst class is: 155. (3) Reactant: [C:1]([O:4][CH2:5][C@@H:6]1[C@@H:13]2[C@@H:9]([O:10][C:11]([CH3:15])([CH3:14])[O:12]2)[C@H:8]([N:16]2[CH:24]=[N:23][C:22]3[C:17]2=[N:18][CH:19]=[N:20][C:21]=3Cl)[CH2:7]1)(=[O:3])[CH3:2].[Na+].[I-:27].FC(F)(F)C(O)=O. Product: [C:1]([O:4][CH2:5][C@@H:6]1[C@@H:13]2[C@@H:9]([O:10][C:11]([CH3:15])([CH3:14])[O:12]2)[C@H:8]([N:16]2[CH:24]=[N:23][C:22]3[C:17]2=[N:18][CH:19]=[N:20][C:21]=3[I:27])[CH2:7]1)(=[O:3])[CH3:2]. The catalyst class is: 131. (4) Reactant: [F:1][C:2]1[CH:7]=[CH:6][C:5]([C:8]2[O:9][C:10]3[CH:20]=[C:19]([N:21]([CH3:26])[S:22]([CH3:25])(=[O:24])=[O:23])[C:18]([C:27]4[CH:32]=[CH:31][C:30](=[O:33])[N:29]([CH3:34])[CH:28]=4)=[CH:17][C:11]=3[C:12]=2[C:13]([NH:15][CH3:16])=[O:14])=[CH:4][CH:3]=1.C1C(=O)N([I:42])C(=O)C1. Product: [F:1][C:2]1[CH:7]=[CH:6][C:5]([C:8]2[O:9][C:10]3[CH:20]=[C:19]([N:21]([CH3:26])[S:22]([CH3:25])(=[O:23])=[O:24])[C:18]([C:27]4[CH:32]=[C:31]([I:42])[C:30](=[O:33])[N:29]([CH3:34])[CH:28]=4)=[CH:17][C:11]=3[C:12]=2[C:13]([NH:15][CH3:16])=[O:14])=[CH:4][CH:3]=1. The catalyst class is: 10. (5) Reactant: [C:1]([CH2:3][NH:4][C:5]([C@@H:7]1[CH2:12][CH2:11][CH2:10][CH2:9][C@H:8]1[CH2:13][OH:14])=[O:6])#[N:2].[C:15]1([CH3:25])[CH:20]=[CH:19][C:18]([S:21](Cl)(=[O:23])=[O:22])=[CH:17][CH:16]=1.N1C=CC=CC=1. Product: [CH3:25][C:15]1[CH:20]=[CH:19][C:18]([S:21]([O:14][CH2:13][C@@H:8]2[CH2:9][CH2:10][CH2:11][CH2:12][C@H:7]2[C:5]([NH:4][CH2:3][C:1]#[N:2])=[O:6])(=[O:23])=[O:22])=[CH:17][CH:16]=1. The catalyst class is: 10. (6) Reactant: [CH3:1][C:2]1[C:3]([CH2:8][N:9]([CH2:16][C:17]2[C:22]([CH3:23])=[CH:21][CH:20]=[CH:19][N:18]=2)[CH:10]2[CH2:15][CH2:14][NH:13][CH2:12][CH2:11]2)=[N:4][CH:5]=[CH:6][CH:7]=1.CCN(C(C)C)C(C)C.[C:33](Cl)(Cl)=[O:34].[NH2:37][C:38]1[CH:43]=[CH:42][CH:41]=[CH:40][C:39]=1[OH:44]. Product: [OH:44][C:39]1[CH:40]=[CH:41][CH:42]=[CH:43][C:38]=1[NH:37][C:33]([N:13]1[CH2:14][CH2:15][CH:10]([N:9]([CH2:16][C:17]2[C:22]([CH3:23])=[CH:21][CH:20]=[CH:19][N:18]=2)[CH2:8][C:3]2[C:2]([CH3:1])=[CH:7][CH:6]=[CH:5][N:4]=2)[CH2:11][CH2:12]1)=[O:34]. The catalyst class is: 11. (7) Reactant: Br[C:2]1[CH:3]=[C:4]([CH:14]([CH2:20][CH2:21][O:22][CH3:23])[C:15]([O:17][CH2:18][CH3:19])=[O:16])[CH:5]=[C:6]([Cl:13])[C:7]=1[O:8][CH2:9][CH:10]1[CH2:12][CH2:11]1.C([O-])([O-])=O.[Cs+].[Cs+].[F:30][C:31]([F:42])([F:41])[C:32]1[CH:37]=[CH:36][C:35](B(O)O)=[CH:34][CH:33]=1. Product: [Cl:13][C:6]1[CH:5]=[C:4]([CH:14]([CH2:20][CH2:21][O:22][CH3:23])[C:15]([O:17][CH2:18][CH3:19])=[O:16])[CH:3]=[C:2]([C:35]2[CH:36]=[CH:37][C:32]([C:31]([F:42])([F:41])[F:30])=[CH:33][CH:34]=2)[C:7]=1[O:8][CH2:9][CH:10]1[CH2:12][CH2:11]1. The catalyst class is: 18. (8) Reactant: Cl.[CH3:2][CH:3]([O:5][C:6]1[CH:13]=[CH:12][C:11]([C:14]2[O:18][N:17]=[C:16]([C:19]3[CH:29]=[CH:28][C:22]4[CH2:23][CH2:24][NH:25][CH2:26][CH2:27][C:21]=4[CH:20]=3)[N:15]=2)=[CH:10][C:7]=1[C:8]#[N:9])[CH3:4].Br[C:31]([CH3:40])([CH3:39])[C:32]([O:34][C:35]([CH3:38])([CH3:37])[CH3:36])=[O:33].C(=O)([O-])[O-].CN(C=O)C. Product: [C:32]([O:34][CH2:35][CH3:36])(=[O:33])[CH3:31].[CH3:12][CH2:13][CH2:6][CH:7]([CH3:10])[CH3:8].[C:8]([C:7]1[CH:10]=[C:11]([C:14]2[O:18][N:17]=[C:16]([C:19]3[CH:29]=[CH:28][C:22]4[CH2:23][CH2:24][N:25]([C:31]([CH3:40])([CH3:39])[C:32]([O:34][C:35]([CH3:38])([CH3:37])[CH3:36])=[O:33])[CH2:26][CH2:27][C:21]=4[CH:20]=3)[N:15]=2)[CH:12]=[CH:13][C:6]=1[O:5][CH:3]([CH3:2])[CH3:4])#[N:9]. The catalyst class is: 115. (9) Reactant: [CH2:1]([N:8]1[CH2:13][CH:12]([CH3:14])[C:11](=[O:15])[CH:10]([CH3:16])[CH2:9]1)[C:2]1[CH:7]=[CH:6][CH:5]=[CH:4][CH:3]=1. Product: [CH2:1]([N:8]1[CH2:13][CH:12]([CH3:14])[CH:11]([OH:15])[CH:10]([CH3:16])[CH2:9]1)[C:2]1[CH:3]=[CH:4][CH:5]=[CH:6][CH:7]=1. The catalyst class is: 5.